Dataset: Full USPTO retrosynthesis dataset with 1.9M reactions from patents (1976-2016). Task: Predict the reactants needed to synthesize the given product. (1) Given the product [F:11][C:4]1[CH:3]=[C:2]([C:12]2[CH:17]=[CH:16][CH:15]=[CH:14][CH:13]=2)[CH:7]=[CH:6][C:5]=1[N+:8]([O-:10])=[O:9], predict the reactants needed to synthesize it. The reactants are: Cl[C:2]1[CH:7]=[CH:6][C:5]([N+:8]([O-:10])=[O:9])=[C:4]([F:11])[CH:3]=1.[C:12]1(B(O)O)[CH:17]=[CH:16][CH:15]=[CH:14][CH:13]=1.[F-].[K+]. (2) The reactants are: FC(F)(F)C(O)=O.N1(C2C=CN=CC=2)CCC(CCN)CC1.C(OC([N:30]1[CH2:35][CH2:34][C:33]2([CH2:40][CH2:39][N:38]([C:41](=[O:59])[C:42]3[CH:47]=[CH:46][CH:45]=[C:44]([N:48]4[CH2:56][C:55]5[C:50](=[C:51]([Cl:57])[CH:52]=[CH:53][CH:54]=5)[C:49]4=[O:58])[CH:43]=3)[CH2:37][CH2:36]2)[CH2:32][CH2:31]1)=O)(C)(C)C. Given the product [Cl:57][C:51]1[CH:52]=[CH:53][CH:54]=[C:55]2[C:50]=1[C:49](=[O:58])[N:48]([C:44]1[CH:45]=[CH:46][CH:47]=[C:42]([C:41]([N:38]3[CH2:37][CH2:36][C:33]4([CH2:34][CH2:35][NH:30][CH2:31][CH2:32]4)[CH2:40][CH2:39]3)=[O:59])[CH:43]=1)[CH2:56]2, predict the reactants needed to synthesize it. (3) Given the product [Cl:1][CH2:2][C:3]([O:5]/[N:6]=[C:7](/[C:8]1[N:25]=[CH:24][CH:23]=[CH:22][N:21]=1)\[NH2:15])=[O:4], predict the reactants needed to synthesize it. The reactants are: [Cl:1][CH2:2][C:3]([O:5]/[N:6]=[C:7](\[NH2:15])/[C:8]1C=CC(C)=CC=1)=[O:4].ONC(C1[N:25]=[CH:24][CH:23]=[CH:22][N:21]=1)=N.ClCC(Cl)=O. (4) Given the product [NH2:23][C@H:20]([C:4]([OH:6])=[O:5])[CH2:19][C:18]1[CH:17]=[CH:22][CH:13]=[CH:12][CH:27]=1, predict the reactants needed to synthesize it. The reactants are: ClC1C=CC=C(C)C=1[C:4]([OH:6])=[O:5].[CH2:12](Cl)[CH2:13]Cl.Cl.[CH:17]1[CH:22]=N[C:20]2[N:23](O)N=N[C:19]=2[CH:18]=1.[CH2:27](N(CC)CC)C. (5) Given the product [Cl:24][C:25]1[C:34]2[C:29](=[C:30]([CH3:35])[CH:31]=[CH:32][CH:33]=2)[N:28]=[CH:27][CH:26]=1.[CH3:1][C:2]1[CH:8]=[CH:7][CH:6]=[C:5]2[C:3]=1[N:4]=[CH:34][CH:25]=[C:26]2[C:27]#[N:28], predict the reactants needed to synthesize it. The reactants are: [CH3:1][C:2]1[CH:8]=[CH:7][CH:6]=[CH:5][C:3]=1[NH2:4].C(OC=C(C(OCC)=O)C(OCC)=O)C.[Cl:24][C:25]1[C:34]2[C:29](=[C:30]([CH3:35])[CH:31]=[CH:32][CH:33]=2)[N:28]=[CH:27][CH:26]=1.C([O-])(O)=O.[Na+]. (6) The reactants are: [Br:1][C:2]1[CH:3]=[C:4]([CH2:8][OH:9])[S:5][C:6]=1[Cl:7].N1C=CN=C1.[CH3:15][C:16]([Si:19](Cl)([CH3:21])[CH3:20])([CH3:18])[CH3:17]. Given the product [Br:1][C:2]1[CH:3]=[C:4]([CH2:8][O:9][Si:19]([C:16]([CH3:18])([CH3:17])[CH3:15])([CH3:21])[CH3:20])[S:5][C:6]=1[Cl:7], predict the reactants needed to synthesize it. (7) Given the product [Br:1][C:2]1[CH:7]=[N:6][C:5]([N:8]2[C:16]3[C:11](=[CH:12][CH:13]=[C:14]([C:17]([OH:19])=[O:18])[CH:15]=3)[C:10]3([CH2:21][CH2:22]3)[CH2:9]2)=[N:4][CH:3]=1, predict the reactants needed to synthesize it. The reactants are: [Br:1][C:2]1[CH:3]=[N:4][C:5]([N:8]2[C:16]3[C:11](=[CH:12][CH:13]=[C:14]([C:17]([O:19]C)=[O:18])[CH:15]=3)[C:10]3([CH2:22][CH2:21]3)[CH2:9]2)=[N:6][CH:7]=1.[Li+].[OH-]. (8) Given the product [CH2:1]([O:8][C:9]1[C:14](=[O:15])[N:13]2[CH2:16][C:17](=[O:19])[N:31]([CH3:30])[C:12]2=[N:11][C:10]=1[C:25]([O:27][CH2:28][CH3:29])=[O:26])[C:2]1[CH:3]=[CH:4][CH:5]=[CH:6][CH:7]=1, predict the reactants needed to synthesize it. The reactants are: [CH2:1]([O:8][C:9]1[C:14](=[O:15])[N:13]([CH2:16][C:17]([O:19]C)=O)[C:12](S(C)(=O)=O)=[N:11][C:10]=1[C:25]([O:27][CH2:28][CH3:29])=[O:26])[C:2]1[CH:7]=[CH:6][CH:5]=[CH:4][CH:3]=1.[CH3:30][NH2:31].